Dataset: Forward reaction prediction with 1.9M reactions from USPTO patents (1976-2016). Task: Predict the product of the given reaction. (1) Given the reactants [CH3:1][O:2][C:3]1[CH:4]=[N:5][C:6]2[C:11]([CH:12]=1)=[CH:10][C:9]([CH2:13][C:14]([O:16]C(C)(C)C)=[O:15])=[CH:8][CH:7]=2.[ClH:21].COC1C=NC2C(C=1)=CC(C(C)C(O)=O)=CC=2, predict the reaction product. The product is: [ClH:21].[CH3:1][O:2][C:3]1[CH:4]=[N:5][C:6]2[C:11]([CH:12]=1)=[CH:10][C:9]([CH2:13][C:14]([OH:16])=[O:15])=[CH:8][CH:7]=2. (2) The product is: [Cl:1][C:2]1[CH:10]=[CH:9][CH:8]=[C:7]([F:11])[C:3]=1[C:4]([NH:58][C:55]1[CH:56]=[CH:57][N:53]([CH2:52][C:50]2[CH:51]=[C:46]([Cl:45])[CH:47]=[CH:48][C:49]=2[O:59][CH2:60][C:61]2[CH:62]=[CH:63][CH:64]=[CH:65][CH:66]=2)[N:54]=1)=[O:6]. Given the reactants [Cl:1][C:2]1[CH:10]=[CH:9][CH:8]=[C:7]([F:11])[C:3]=1[C:4]([OH:6])=O.CN(C(ON1N=NC2C=CC=NC1=2)=[N+](C)C)C.F[P-](F)(F)(F)(F)F.CCN(C(C)C)C(C)C.[Cl:45][C:46]1[CH:47]=[CH:48][C:49]([O:59][CH2:60][C:61]2[CH:66]=[CH:65][CH:64]=[CH:63][CH:62]=2)=[C:50]([CH2:52][N:53]2[CH:57]=[CH:56][C:55]([NH2:58])=[N:54]2)[CH:51]=1, predict the reaction product. (3) Given the reactants [F:1][C:2]1[CH:3]=[C:4]([C:26]2([NH2:29])[CH2:28][CH2:27]2)[CH:5]=[CH:6][C:7]=1[C:8]1[S:9][C:10]2[C:15]([N:16]=1)=[CH:14][CH:13]=[C:12]([C:17]1([C:20]3[CH:25]=[CH:24][CH:23]=[CH:22][CH:21]=3)[CH2:19][CH2:18]1)[N:11]=2.[C:30](O[C:30]([O:32][C:33]([CH3:36])([CH3:35])[CH3:34])=[O:31])([O:32][C:33]([CH3:36])([CH3:35])[CH3:34])=[O:31].C(N(CC)CC)C, predict the reaction product. The product is: [F:1][C:2]1[CH:3]=[C:4]([C:26]2([NH:29][C:30](=[O:31])[O:32][C:33]([CH3:36])([CH3:35])[CH3:34])[CH2:28][CH2:27]2)[CH:5]=[CH:6][C:7]=1[C:8]1[S:9][C:10]2[C:15]([N:16]=1)=[CH:14][CH:13]=[C:12]([C:17]1([C:20]3[CH:25]=[CH:24][CH:23]=[CH:22][CH:21]=3)[CH2:18][CH2:19]1)[N:11]=2. (4) Given the reactants [NH2:1][C:2]1[S:6][N:5]=[CH:4][N:3]=1.[OH-].[Na+].O.[F:10][C:11]1[CH:12]=[C:13]([S:19](Cl)(=[O:21])=[O:20])[CH:14]=[C:15]([Br:18])[C:16]=1[F:17], predict the reaction product. The product is: [Br:18][C:15]1[CH:14]=[C:13]([S:19]([NH:1][C:2]2[S:6][N:5]=[CH:4][N:3]=2)(=[O:20])=[O:21])[CH:12]=[C:11]([F:10])[C:16]=1[F:17]. (5) Given the reactants [C:1](#[N:10])[C:2]1[CH:9]=CC=[C:4]([C:5]#[N:6])[CH:3]=1.[NH2:11][OH:12].Cl[CH2:14]CCC(Cl)=O.[CH3:20][N:21](C)C1C=CC=CC=1, predict the reaction product. The product is: [CH2:4]1[CH:3]2[CH:2]([C:1]3[O:12][N:11]=[C:20]([NH2:21])[N:10]=3)[CH2:9][N:6]([CH2:14]2)[CH2:5]1.